Dataset: Reaction yield outcomes from USPTO patents with 853,638 reactions. Task: Predict the reaction yield, written as a fraction of the theoretical maximum amount of product (1.0 means a 100% yield; for example, 0.34 means a 34% yield). The reactants are [N:1]1([C:7]([O:9][C:10]([CH3:13])([CH3:12])[CH3:11])=[O:8])[CH2:6][CH2:5][NH:4][CH2:3][CH2:2]1.Br[C:15]1[CH:20]=[CH:19][CH:18]=[C:17]([Cl:21])[CH:16]=1.C1C=CC(P(C2C(C3C(P(C4C=CC=CC=4)C4C=CC=CC=4)=CC=C4C=3C=CC=C4)=C3C(C=CC=C3)=CC=2)C2C=CC=CC=2)=CC=1.CC([O-])(C)C.[Na+]. The catalyst is C1C=CC(/C=C/C(/C=C/C2C=CC=CC=2)=O)=CC=1.C1C=CC(/C=C/C(/C=C/C2C=CC=CC=2)=O)=CC=1.C1C=CC(/C=C/C(/C=C/C2C=CC=CC=2)=O)=CC=1.[Pd].[Pd].C1(C)C=CC=CC=1. The product is [Cl:21][C:17]1[CH:16]=[C:15]([N:4]2[CH2:5][CH2:6][N:1]([C:7]([O:9][C:10]([CH3:13])([CH3:12])[CH3:11])=[O:8])[CH2:2][CH2:3]2)[CH:20]=[CH:19][CH:18]=1. The yield is 0.830.